This data is from Full USPTO retrosynthesis dataset with 1.9M reactions from patents (1976-2016). The task is: Predict the reactants needed to synthesize the given product. Given the product [N:1]12[CH2:6][CH2:5][CH:4]([CH2:7][CH2:8]1)[C@@H:3]([O:9][C:10](=[O:39])[N:11]([C:19]1[CH:20]=[CH:21][CH:22]=[CH:23][CH:24]=1)[CH2:12][C:13]1[CH:14]=[CH:15][CH:46]=[C:50]([O:49][CH2:48][CH2:47][CH2:23][CH2:24][CH2:19][CH2:20][CH2:21][CH2:22][CH:40]=[O:43])[CH:18]=1)[CH2:2]2, predict the reactants needed to synthesize it. The reactants are: [N:1]12[CH2:8][CH2:7][CH:4]([CH2:5][CH2:6]1)[C@@H:3]([O:9][C:10](=[O:39])[N:11]([C:19]1[CH:24]=[CH:23][CH:22]=[C:21](OCCCCCCCCC3OCCO3)[CH:20]=1)[CH2:12][C:13]1[CH:18]=CC=[CH:15][CH:14]=1)[CH2:2]2.[C:40](=[O:43])([O-])[O-].[K+].[K+].[CH2:46]1[CH2:50][O:49][CH2:48][CH2:47]1.